From a dataset of Peptide-MHC class II binding affinity with 134,281 pairs from IEDB. Regression. Given a peptide amino acid sequence and an MHC pseudo amino acid sequence, predict their binding affinity value. This is MHC class II binding data. The peptide sequence is LYKYKVVKIEPLGVAPTKAK. The MHC is HLA-DQA10401-DQB10402 with pseudo-sequence HLA-DQA10401-DQB10402. The binding affinity (normalized) is 0.236.